Task: Predict the reactants needed to synthesize the given product.. Dataset: Full USPTO retrosynthesis dataset with 1.9M reactions from patents (1976-2016) (1) Given the product [CH3:1][O:2][C:3](=[O:14])[C:4]1[CH:9]=[CH:8][CH:7]=[C:6]([NH2:10])[C:5]=1[OH:13], predict the reactants needed to synthesize it. The reactants are: [CH3:1][O:2][C:3](=[O:14])[C:4]1[CH:9]=[CH:8][CH:7]=[C:6]([N+:10]([O-])=O)[C:5]=1[OH:13]. (2) Given the product [CH:1]([C:4]1[CH:9]=[CH:8][C:7]([C:10]2[O:14][C:13](=[O:15])[N:12]([CH2:17][C:18]3[CH:27]=[CH:26][C:21]([C:22]([O:24][CH3:25])=[O:23])=[CH:20][CH:19]=3)[N:11]=2)=[CH:6][CH:5]=1)([CH3:3])[CH3:2], predict the reactants needed to synthesize it. The reactants are: [CH:1]([C:4]1[CH:9]=[CH:8][C:7]([C:10]2[O:14][C:13](=[O:15])[NH:12][N:11]=2)=[CH:6][CH:5]=1)([CH3:3])[CH3:2].Br[CH2:17][C:18]1[CH:27]=[CH:26][C:21]([C:22]([O:24][CH3:25])=[O:23])=[CH:20][CH:19]=1.[OH-].[Na+]. (3) The reactants are: [Cl:1][C:2]1[CH:3]=[C:4]([CH:14]=[CH:15][CH:16]=1)[CH2:5][CH:6]1[CH2:11][CH2:10][CH:9]([CH2:12][OH:13])[CH2:8][CH2:7]1.[H-].[Na+].[F:19][C:20]1[CH:27]=[CH:26][CH:25]=[C:24](F)[C:21]=1[C:22]#[N:23]. Given the product [Cl:1][C:2]1[CH:3]=[C:4]([CH:14]=[CH:15][CH:16]=1)[CH2:5][CH:6]1[CH2:7][CH2:8][CH:9]([CH2:12][O:13][C:24]2[CH:25]=[CH:26][CH:27]=[C:20]([F:19])[C:21]=2[C:22]#[N:23])[CH2:10][CH2:11]1, predict the reactants needed to synthesize it. (4) Given the product [CH3:9][O:8][C:5]1[N:6]=[CH:7][C:2]([NH:1][S:25]([C:20]2[CH:21]=[CH:22][CH:23]=[CH:24][C:19]=2[CH3:29])(=[O:27])=[O:26])=[CH:3][CH:4]=1, predict the reactants needed to synthesize it. The reactants are: [NH2:1][C:2]1[CH:3]=[CH:4][C:5]([O:8][CH3:9])=[N:6][CH:7]=1.CCN(C(C)C)C(C)C.[C:19]1([CH3:29])[C:20]([S:25](Cl)(=[O:27])=[O:26])=[CH:21][CH:22]=[CH:23][CH:24]=1.Cl. (5) Given the product [N:18]1[N:19]([C:27]2[CH:28]=[C:29]([CH:33]=[CH:34][C:35]=2[OH:36])[C:30]([O:17][CH2:16][C@H:14]([C@@H:12]2[C:10]([OH:11])=[C:8]([OH:9])[C:7](=[O:6])[O:13]2)[OH:15])=[O:31])[N:20]=[C:21]2[CH:26]=[CH:25][CH:24]=[CH:23][C:22]=12, predict the reactants needed to synthesize it. The reactants are: S(=O)(=O)(O)O.[O:6]=[C:7]1[O:13][C@H:12]([C@H:14]([CH2:16][OH:17])[OH:15])[C:10]([OH:11])=[C:8]1[OH:9].[N:18]1[N:19]([C:27]2[CH:28]=[C:29]([CH:33]=[CH:34][C:35]=2[OH:36])[C:30](O)=[O:31])[N:20]=[C:21]2[CH:26]=[CH:25][CH:24]=[CH:23][C:22]=12.OS(O)(=O)=O.O=S(=O)=O.[Cl-].[Na+]. (6) Given the product [CH2:1]([O:3][C:4]([C:6]1[NH:7][C:8](=[O:17])[CH:9]=[CH:10][C:11]=1[CH3:12])=[O:5])[CH3:2], predict the reactants needed to synthesize it. The reactants are: [CH2:1]([O:3][C:4]([C:6]1[C:11]([CH3:12])=[CH:10][CH:9]=[C:8](Cl)[N:7]=1)=[O:5])[CH3:2].ClC(Cl)C(O)=[O:17].C([O-])(O)=O.[Na+].